Predict the reactants needed to synthesize the given product. From a dataset of Full USPTO retrosynthesis dataset with 1.9M reactions from patents (1976-2016). Given the product [Br:1][C:2]1[CH:10]=[CH:9][C:5]([C:6]([NH:41][S:38]([C:28]2[CH:33]=[CH:32][CH:31]=[CH:30][C:29]=2[S:34](=[O:36])(=[O:35])[NH2:37])(=[O:40])=[O:39])=[O:8])=[CH:4][C:3]=1[O:11][CH2:12][CH:13]1[CH2:15][CH2:14]1, predict the reactants needed to synthesize it. The reactants are: [Br:1][C:2]1[CH:10]=[CH:9][C:5]([C:6]([OH:8])=O)=[CH:4][C:3]=1[O:11][CH2:12][CH:13]1[CH2:15][CH2:14]1.Cl.CN(C)CCCN=C=NCC.[C:28]1([S:38]([NH2:41])(=[O:40])=[O:39])[C:29]([S:34]([NH2:37])(=[O:36])=[O:35])=[CH:30][CH:31]=[CH:32][CH:33]=1.